This data is from Experimentally validated miRNA-target interactions with 360,000+ pairs, plus equal number of negative samples. The task is: Binary Classification. Given a miRNA mature sequence and a target amino acid sequence, predict their likelihood of interaction. (1) The miRNA is hsa-miR-193b-3p with sequence AACUGGCCCUCAAAGUCCCGCU. The protein sequence of the target gene is MATVPGLQPLPTLEQDLEQEEILIVKVEEDFCLEEEPSVETEDPSPETFRQLFRLFCYQEVAGPREALSRLWELCCRWLRPELRTKEQILELLVLEQFLTVLPGEIQARVREQQPESGEEAVVLVEGLQRKPRKHRQRGSELLSDDEVPLGIGGQFLKHQAEAQPEDLSLEEEARFSSQQPPAQLSHRPQRGPLLWPERGPPAPRHQEMASASPFLSAWSQVPVNLEDVAVYLSGEEPRCMDPAQRDAPLENEGPGIQLEDGGDGREDAPLRMEWYRVLSARCQGPGHPLPGQRPAPVRG.... Result: 0 (no interaction). (2) The miRNA is hsa-miR-6512-3p with sequence UUCCAGCCCUUCUAAUGGUAGG. The protein sequence of the target gene is MIARRNPEPLRFLPDEARSLPPPKLTDPRLLYIGFLGYCSGLIDNLIRRRPIATAGLHRQLLYITAFFFAGYYLVKREDYLYAVRDREMFGYMKLHPEDFPEEDKKTYGEIFEKFHPIR. Result: 1 (interaction).